Dataset: Forward reaction prediction with 1.9M reactions from USPTO patents (1976-2016). Task: Predict the product of the given reaction. (1) Given the reactants [N:1]1([CH2:7][C:8]2[CH:22]=[CH:21][CH:20]=[C:19]([N+:23]([O-])=O)[C:9]=2[C:10]([NH:12][C:13]2[CH:18]=[CH:17][CH:16]=[CH:15][CH:14]=2)=[O:11])[CH2:6][CH2:5][O:4][CH2:3][CH2:2]1, predict the reaction product. The product is: [NH2:23][C:19]1[CH:20]=[CH:21][CH:22]=[C:8]([CH2:7][N:1]2[CH2:2][CH2:3][O:4][CH2:5][CH2:6]2)[C:9]=1[C:10]([NH:12][C:13]1[CH:18]=[CH:17][CH:16]=[CH:15][CH:14]=1)=[O:11]. (2) Given the reactants [I:1][C:2]1[C:3]([OH:23])=[C:4]([CH:19]=[C:20]([I:22])[CH:21]=1)[C:5]([NH:7][C:8]1[CH:18]=[CH:17][C:11]([C:12]([O:14]CC)=[O:13])=[CH:10][CH:9]=1)=[O:6], predict the reaction product. The product is: [I:1][C:2]1[C:3]([OH:23])=[C:4]([CH:19]=[C:20]([I:22])[CH:21]=1)[C:5]([NH:7][C:8]1[CH:9]=[CH:10][C:11]([C:12]([OH:14])=[O:13])=[CH:17][CH:18]=1)=[O:6]. (3) The product is: [Cl:1][C:2]1[CH:10]=[C:9]2[C:5]([C:6]([C:11]([N:13]3[CH2:18][CH2:17][C:16]4([C:22]5[CH:23]=[CH:24][C:25]([F:27])=[CH:26][C:21]=5[C:20](=[O:28])[O:19]4)[CH2:15][CH2:14]3)=[O:12])=[CH:7][N:8]2[CH2:35][C:34]2[C:30]([CH3:29])=[N:31][O:32][C:33]=2[CH3:41])=[CH:4][CH:3]=1. Given the reactants [Cl:1][C:2]1[CH:10]=[C:9]2[C:5]([C:6]([C:11]([N:13]3[CH2:18][CH2:17][C:16]4([C:22]5[CH:23]=[CH:24][C:25]([F:27])=[CH:26][C:21]=5[C:20](=[O:28])[O:19]4)[CH2:15][CH2:14]3)=[O:12])=[CH:7][NH:8]2)=[CH:4][CH:3]=1.[CH3:29][C:30]1[C:34]([CH2:35]OS(C)(=O)=O)=[C:33]([CH3:41])[O:32][N:31]=1, predict the reaction product. (4) Given the reactants [N:1]1([C:6]2[CH:7]=[C:8]([CH:12]=[CH:13][CH:14]=2)[C:9]([OH:11])=O)[CH:5]=[CH:4][N:3]=[N:2]1.N(C1C=C(C=CC=1)C(OC)=O)=[N+]=[N-].[OH-].[Na+].ClC(OCC)=O.CCN(CC)CC.[K+].[C:44]([O:50][CH2:51][CH3:52])(=[O:49])[CH2:45]C([O-])=O.[Mg+2].[Cl-].[Cl-], predict the reaction product. The product is: [CH2:51]([O:50][C:44](=[O:49])[CH2:45][C:9](=[O:11])[C:8]1[CH:12]=[CH:13][CH:14]=[C:6]([N:1]2[CH:5]=[CH:4][N:3]=[N:2]2)[CH:7]=1)[CH3:52]. (5) The product is: [O:51]1[C:52]2[CH:57]=[CH:56][C:55]([C:58]3([CH3:65])[NH:62][C:61](=[O:63])[N:60]([CH2:24][CH2:23][C:19]4[CH:20]=[CH:21][CH:22]=[C:17]([O:16][C:15]5[CH:26]=[CH:27][C:12]([C:3]([OH:8])([C:4]([F:5])([F:6])[F:7])[C:2]([F:31])([F:32])[F:1])=[CH:13][C:14]=5[CH2:28][CH2:29][CH3:30])[CH:18]=4)[C:59]3=[O:64])=[CH:54][C:53]=2[O:33][CH2:49]1. Given the reactants [F:1][C:2]([F:32])([F:31])[C:3]([C:12]1[CH:27]=[CH:26][C:15]([O:16][C:17]2[CH:18]=[C:19]([CH2:23][CH2:24]O)[CH:20]=[CH:21][CH:22]=2)=[C:14]([CH2:28][CH2:29][CH3:30])[CH:13]=1)([O:8]COC)[C:4]([F:7])([F:6])[F:5].[O:33]1C2C=CC(C3(C)N=CN=C3)=CC=2OC1.C[CH:49]([O:51][C:52]1[CH:57]=[CH:56][C:55]([C:58]2([CH3:65])[NH:62][C:61](=[O:63])[NH:60][C:59]2=[O:64])=[CH:54][CH:53]=1)C, predict the reaction product. (6) Given the reactants [CH:1](OC(=O)C)=O.C(O)=O.C(OC(=O)C)(=O)C.Cl.[C:18]1([C@@H:24]2[CH2:26][C@H:25]2[NH2:27])[CH:23]=[CH:22][CH:21]=[CH:20][CH:19]=1.CN1CCOCC1, predict the reaction product. The product is: [CH3:1][NH:27][C@@H:25]1[CH2:26][C@H:24]1[C:18]1[CH:23]=[CH:22][CH:21]=[CH:20][CH:19]=1. (7) Given the reactants [I-].[CH3:2][S+](C)C.[H-].[Na+].[Cl:8][C:9]1[CH:18]=[C:17]2[C:12]([CH:13]=[CH:14][C:15](/[CH:19]=[CH:20]/[C:21]3[CH:22]=[C:23]([CH:26]=[CH:27][CH:28]=3)[CH:24]=[O:25])=[N:16]2)=[CH:11][CH:10]=1.O, predict the reaction product. The product is: [Cl:8][C:9]1[CH:18]=[C:17]2[C:12]([CH:13]=[CH:14][C:15](/[CH:19]=[CH:20]/[C:21]3[CH:28]=[CH:27][CH:26]=[C:23]([CH:24]4[CH2:2][O:25]4)[CH:22]=3)=[N:16]2)=[CH:11][CH:10]=1. (8) Given the reactants Cl[C:2]1[N:7]=[C:6]([NH:8][C:9]2[C:18]([F:19])=[CH:17][CH:16]=[CH:15][C:10]=2[C:11]([NH:13][CH3:14])=[O:12])[C:5]([Cl:20])=[CH:4][N:3]=1.[NH2:21][C:22]1[CH:35]=[CH:34][C:25]2[NH:26][C:27](=[O:33])[CH2:28][CH2:29][C:30]([CH3:32])([CH3:31])[C:24]=2[CH:23]=1.CC1(C)[C@]2(CS(O)(=O)=O)C(C[C@H]1CC2)=O, predict the reaction product. The product is: [Cl:20][C:5]1[C:6]([NH:8][C:9]2[C:18]([F:19])=[CH:17][CH:16]=[CH:15][C:10]=2[C:11]([NH:13][CH3:14])=[O:12])=[N:7][C:2]([NH:21][C:22]2[CH:35]=[CH:34][C:25]3[NH:26][C:27](=[O:33])[CH2:28][CH2:29][C:30]([CH3:32])([CH3:31])[C:24]=3[CH:23]=2)=[N:3][CH:4]=1. (9) The product is: [CH2:21]([NH:28][C:6]1[C:5]([N+:9]([O-:11])=[O:10])=[CH:4][N:3]=[C:2]([N:33]2[CH2:34][CH2:35][N:30]([CH3:29])[CH2:31][CH2:32]2)[CH:7]=1)[C:22]1[CH:27]=[CH:26][CH:25]=[CH:24][CH:23]=1. Given the reactants Cl[C:2]1[CH:7]=[C:6](Cl)[C:5]([N+:9]([O-:11])=[O:10])=[CH:4][N:3]=1.CCN(C(C)C)C(C)C.[CH2:21]([NH2:28])[C:22]1[CH:27]=[CH:26][CH:25]=[CH:24][CH:23]=1.[CH3:29][N:30]1[CH2:35][CH2:34][NH:33][CH2:32][CH2:31]1, predict the reaction product.